From a dataset of Forward reaction prediction with 1.9M reactions from USPTO patents (1976-2016). Predict the product of the given reaction. (1) Given the reactants [Br:1][C:2]1[CH:7]=[CH:6][C:5]([Cl:8])=[C:4]([C:9]([CH3:11])=[CH2:10])[CH:3]=1, predict the reaction product. The product is: [Br:1][C:2]1[CH:7]=[CH:6][C:5]([Cl:8])=[C:4]([CH:9]([CH3:11])[CH3:10])[CH:3]=1. (2) Given the reactants [CH2:1]([O:3][C:4](=[O:18])[C:5]1[CH:10]=[C:9](O)[C:8]([O:12][CH2:13][CH3:14])=[C:7]([O:15][CH2:16][CH3:17])[CH:6]=1)[CH3:2].[Cl:19][C:20]1[CH:25]=[C:24]([Cl:26])[CH:23]=[CH:22][C:21]=1[CH2:27][CH2:28][OH:29].C1(P(C2C=CC=CC=2)C2C=CC=CC=2)C=CC=CC=1.CCOC(/N=N/C(OCC)=O)=O, predict the reaction product. The product is: [CH2:1]([O:3][C:4](=[O:18])[C:5]1[CH:6]=[C:7]([O:15][CH2:16][CH3:17])[C:8]([O:12][CH2:13][CH3:14])=[C:9]([O:29][CH2:28][CH2:27][C:21]2[CH:22]=[CH:23][C:24]([Cl:26])=[CH:25][C:20]=2[Cl:19])[CH:10]=1)[CH3:2].